Dataset: Reaction yield outcomes from USPTO patents with 853,638 reactions. Task: Predict the reaction yield, written as a fraction of the theoretical maximum amount of product (1.0 means a 100% yield; for example, 0.34 means a 34% yield). (1) The reactants are [NH3:1].[Si:2]([O:9][C@@H:10]1[C@@H:14]([CH2:15][O:16][Si:17]([C:20]([CH3:23])([CH3:22])[CH3:21])([CH3:19])[CH3:18])[O:13][C@@H:12](N2C3N=CN=C(N)C=3N=C2)[CH2:11]1)([C:5]([CH3:8])([CH3:7])[CH3:6])([CH3:4])[CH3:3].O[N:35]1[C:39]2[CH:40]=[CH:41][CH:41]=[CH:40][C:39]=2[N:35]=N1.C1(N=C=[N:52][CH:53]2CCCCC2)CCCCC1.C1C[O:62]CC1. No catalyst specified. The product is [Si:17]([O:16][C@@H:15]1[C@@H:14]([CH2:10][O:9][Si:2]([C:5]([CH3:6])([CH3:8])[CH3:7])([CH3:3])[CH3:4])[O:13][C@@H:12]([N:1]2[CH:41]=[CH:40][C:39]([NH2:35])=[N:52][C:53]2=[O:62])[CH2:11]1)([C:20]([CH3:22])([CH3:23])[CH3:21])([CH3:18])[CH3:19]. The yield is 0.780. (2) The reactants are Br[C:2]1[C:6]2[N:7]=[C:8]([NH:11][CH2:12][CH2:13][CH2:14][CH3:15])[N:9]=[CH:10][C:5]=2[N:4]([C:16]2[CH:21]=[CH:20][C:19]([F:22])=[CH:18][CH:17]=2)[CH:3]=1.[C:23]([Si:27]([CH3:45])([CH3:44])[O:28][CH:29]1[CH2:34][CH2:33][C:32](B2OC(C)(C)C(C)(C)O2)=[CH:31][CH2:30]1)([CH3:26])([CH3:25])[CH3:24].P(=O)([O-])[O-].[K+].[K+]. The catalyst is C1COCC1.O.CCOC(C)=O.C1C=CC([P]([Pd]([P](C2C=CC=CC=2)(C2C=CC=CC=2)C2C=CC=CC=2)([P](C2C=CC=CC=2)(C2C=CC=CC=2)C2C=CC=CC=2)[P](C2C=CC=CC=2)(C2C=CC=CC=2)C2C=CC=CC=2)(C2C=CC=CC=2)C2C=CC=CC=2)=CC=1. The product is [CH2:12]([NH:11][C:8]1[N:9]=[CH:10][C:5]2[N:4]([C:16]3[CH:21]=[CH:20][C:19]([F:22])=[CH:18][CH:17]=3)[CH:3]=[C:2]([C:32]3[CH2:33][CH2:34][CH:29]([O:28][Si:27]([C:23]([CH3:26])([CH3:25])[CH3:24])([CH3:44])[CH3:45])[CH2:30][CH:31]=3)[C:6]=2[N:7]=1)[CH2:13][CH2:14][CH3:15]. The yield is 0.830. (3) The reactants are C(O[C:6]([C:8]1[N:9]=[C:10]([C:27]#[N:28])[C:11]2[C:16]([C:17]=1[OH:18])=[CH:15][CH:14]=[C:13]([O:19][C:20]1[CH:25]=[CH:24][C:23]([F:26])=[CH:22][CH:21]=1)[CH:12]=2)=[O:7])CCC.[NH2:29][C:30]([CH3:36])([CH3:35])[CH2:31][C:32]([OH:34])=[O:33].C[O-].[Na+].[OH-].[Na+]. The catalyst is CN(C=O)C.O. The product is [C:27]([C:10]1[C:11]2[C:16](=[CH:15][CH:14]=[C:13]([O:19][C:20]3[CH:21]=[CH:22][C:23]([F:26])=[CH:24][CH:25]=3)[CH:12]=2)[C:17]([OH:18])=[C:8]([C:6]([NH:29][C:30]([CH3:36])([CH3:35])[CH2:31][C:32]([OH:34])=[O:33])=[O:7])[N:9]=1)#[N:28]. The yield is 0.350. (4) The reactants are [C:1]([C:4]1[C:22](=[O:23])[C@@:8]2([CH3:24])[C:9]3[C:15]([OH:16])=[CH:14][C:13]([O:17][CH3:18])=[C:12]([C:19]([NH2:21])=[O:20])[C:10]=3[O:11][C:7]2=[CH:6][C:5]=1[OH:25])(=[O:3])[CH3:2].[F:26][C:27]([F:49])([F:48])[C:28]1[CH:47]=[CH:46][C:31]([CH2:32][O:33][C:34]2[C:43]3[C:38](=[CH:39][CH:40]=[CH:41][CH:42]=3)[C:37]([CH:44]=O)=[CH:36][CH:35]=2)=[CH:30][CH:29]=1.C([SiH](CC)CC)C.FC(F)(F)C(O)=O. The catalyst is C(#N)C. The product is [C:1]([C:4]1[C:22](=[O:23])[C@@:8]2([CH3:24])[C:9]3[C:15]([OH:16])=[CH:14][C:13]([O:17][CH3:18])=[C:12]([C:19]([NH:21][CH2:44][C:37]4[C:38]5[C:43](=[CH:42][CH:41]=[CH:40][CH:39]=5)[C:34]([O:33][CH2:32][C:31]5[CH:46]=[CH:47][C:28]([C:27]([F:26])([F:48])[F:49])=[CH:29][CH:30]=5)=[CH:35][CH:36]=4)=[O:20])[C:10]=3[O:11][C:7]2=[CH:6][C:5]=1[OH:25])(=[O:3])[CH3:2]. The yield is 0.650.